This data is from Forward reaction prediction with 1.9M reactions from USPTO patents (1976-2016). The task is: Predict the product of the given reaction. Given the reactants [Br:1][C:2]1[C:3]([C@@H:10]([NH:20][C:21](=[O:39])[CH2:22][N:23]2[C:31]3[C:30]([F:33])([F:32])[CH2:29][CH2:28][C:27]([F:35])([F:34])[C:26]=3[C:25]([CH:36]([F:38])[F:37])=[N:24]2)[CH2:11][C:12]2[CH:17]=[C:16]([F:18])[CH:15]=[C:14]([F:19])[CH:13]=2)=[N:4][C:5]([NH:8][CH3:9])=[N:6][CH:7]=1.BrC1C([C@@H](NC(=O)CN2C3C(F)(F)CCC(F)(F)C=3C(C(F)F)=N2)CC2C=C(F)C=C(F)C=2)=NC(S(C)(=O)=O)=NC=1.[CH3:81][N:82]([CH3:86])[CH2:83]CN, predict the reaction product. The product is: [Br:1][C:2]1[C:3]([C@@H:10]([NH:20][C:21](=[O:39])[CH2:22][N:23]2[C:31]3[C:30]([F:33])([F:32])[CH2:29][CH2:28][C:27]([F:34])([F:35])[C:26]=3[C:25]([CH:36]([F:37])[F:38])=[N:24]2)[CH2:11][C:12]2[CH:13]=[C:14]([F:19])[CH:15]=[C:16]([F:18])[CH:17]=2)=[N:4][C:5]([NH:8][CH2:9][CH2:81][N:82]([CH3:86])[CH3:83])=[N:6][CH:7]=1.